Dataset: Forward reaction prediction with 1.9M reactions from USPTO patents (1976-2016). Task: Predict the product of the given reaction. Given the reactants C([N:8]1[CH2:13][CH2:12][C:11]([N:19]2[CH2:23][CH2:22][CH2:21][C:20]2=[O:24])([C:14]([N:16]([CH3:18])[CH3:17])=[O:15])[CH2:10][CH2:9]1)C1C=CC=CC=1, predict the reaction product. The product is: [CH3:17][N:16]([CH3:18])[C:14]([C:11]1([N:19]2[CH2:23][CH2:22][CH2:21][C:20]2=[O:24])[CH2:12][CH2:13][NH:8][CH2:9][CH2:10]1)=[O:15].